From a dataset of Full USPTO retrosynthesis dataset with 1.9M reactions from patents (1976-2016). Predict the reactants needed to synthesize the given product. (1) The reactants are: [C:1]([C:4]1[CH:9]=[CH:8][C:7]([NH:10][C:11]([CH:13]2[CH:17]([C:18]3[CH:23]=[CH:22][CH:21]=[C:20]([Cl:24])[C:19]=3[F:25])[C:16]([C:28]3[CH:33]=[CH:32][C:31]([Cl:34])=[CH:30][C:29]=3[F:35])([C:26]#[N:27])[CH:15]([CH2:36][C:37]([CH3:40])([CH3:39])[CH3:38])[NH:14]2)=[O:12])=[CH:6][CH:5]=1)(=[O:3])[NH2:2]. Given the product [C:1]([C:4]1[CH:9]=[CH:8][C:7]([NH:10][C:11]([C@H:13]2[C@H:17]([C:18]3[CH:23]=[CH:22][CH:21]=[C:20]([Cl:24])[C:19]=3[F:25])[C@:16]([C:28]3[CH:33]=[CH:32][C:31]([Cl:34])=[CH:30][C:29]=3[F:35])([C:26]#[N:27])[C@H:15]([CH2:36][C:37]([CH3:40])([CH3:39])[CH3:38])[NH:14]2)=[O:12])=[CH:6][CH:5]=1)(=[O:3])[NH2:2], predict the reactants needed to synthesize it. (2) Given the product [Cl:34][C:26]1[CH:27]=[C:28]2[C:19](=[C:20]3[C:25]=1[CH:24]=[CH:23][CH:22]=[N:21]3)[NH:18][S:17](=[O:31])(=[O:32])[C:16]1[C:29]2=[CH:30][C:13]([F:12])=[CH:14][CH:15]=1, predict the reactants needed to synthesize it. The reactants are: CN1C(C)(C)C(=O)N(C)C1=O.[F:12][C:13]1[CH:30]=[C:29]2[C:16]([S:17](=[O:32])(=[O:31])[NH:18][C:19]3[C:28]2=[CH:27][CH:26]=[C:25]2[C:20]=3[N:21]=[CH:22][CH:23]=[CH:24]2)=[CH:15][CH:14]=1.C(Cl)(Cl)[Cl:34]. (3) Given the product [Br:1][C:2]1[CH:6]=[C:5]([C:7]([NH:8][C:9]2[C:17]([CH3:18])=[CH:16][C:15]([Cl:19])=[CH:14][C:10]=2[C:11]([NH:34][CH:33]([CH:35]2[CH2:37][CH2:36]2)[CH3:32])=[O:13])=[O:12])[N:4]([C:20]2[C:25]([Cl:26])=[CH:24][CH:23]=[CH:22][N:21]=2)[N:3]=1, predict the reactants needed to synthesize it. The reactants are: [Br:1][C:2]1[CH:6]=[C:5]([C:7]2[O:12][C:11](=[O:13])[C:10]3[CH:14]=[C:15]([Cl:19])[CH:16]=[C:17]([CH3:18])[C:9]=3[N:8]=2)[N:4]([C:20]2[C:25]([Cl:26])=[CH:24][CH:23]=[CH:22][N:21]=2)[N:3]=1.CCOCC.[CH3:32][CH:33]([CH:35]1[CH2:37][CH2:36]1)[NH2:34]. (4) Given the product [CH3:1][O:2][C:3]1[CH:4]=[C:5]([CH:6]=[CH:7][C:8]=1[O:9][CH3:10])[CH2:11][CH2:12][NH:14][CH2:15][C:16]1[CH:21]=[CH:20][CH:19]=[CH:18][C:17]=1[N:22]([CH3:27])[S:23]([CH3:26])(=[O:25])=[O:24], predict the reactants needed to synthesize it. The reactants are: [CH3:1][O:2][C:3]1[CH:4]=[C:5]([CH2:11][C:12]([NH:14][CH2:15][C:16]2[CH:21]=[CH:20][CH:19]=[CH:18][C:17]=2[N:22]([CH3:27])[S:23]([CH3:26])(=[O:25])=[O:24])=O)[CH:6]=[CH:7][C:8]=1[O:9][CH3:10].B.CSC. (5) Given the product [Cl:1][C:2]1[CH:3]=[CH:4][C:5]([O:10][C:9]2[CH:11]=[C:12]([OH:13])[CH:14]=[CH:15][CH:16]=2)=[N:6][CH:7]=1, predict the reactants needed to synthesize it. The reactants are: [Cl:1][C:2]1[CH:3]=[CH:4][C:5](F)=[N:6][CH:7]=1.[C:9]1([CH:16]=[CH:15][CH:14]=[C:12]([OH:13])[CH:11]=1)[OH:10].CS(C)=O.C([O-])([O-])=O.[Cs+].[Cs+]. (6) Given the product [CH2:14]([N:13]1[CH2:12][CH2:11][CH2:10][C:5]2([NH:6][CH2:7][CH2:8][CH2:9]2)[C:3]1=[O:2])[C:15]1[CH:20]=[CH:19][CH:18]=[CH:17][CH:16]=1, predict the reactants needed to synthesize it. The reactants are: C[O:2][C:3]([C:5]1([CH2:10][CH2:11][CH2:12][NH:13][CH2:14][C:15]2[CH:20]=[CH:19][CH:18]=[CH:17][CH:16]=2)[CH2:9][CH2:8][CH2:7][NH:6]1)=O. (7) Given the product [Cl:1][C:2]1[CH:7]=[CH:6][N:5]=[C:4]2[CH:8]=[C:9]([CH3:13])[O:10][C:3]=12, predict the reactants needed to synthesize it. The reactants are: [Cl:1][C:2]1[CH:7]=[CH:6][N:5]=[C:4]2[CH:8]=[C:9](I)[O:10][C:3]=12.[Li][CH2:13]CCC.CI.S([O-])([O-])(=O)=O.[Mg+2].